From a dataset of Catalyst prediction with 721,799 reactions and 888 catalyst types from USPTO. Predict which catalyst facilitates the given reaction. Reactant: [Cl:1][C:2]1[C:6]([CH2:7][CH:8]2[CH2:13][CH2:12][CH2:11][CH2:10][CH2:9]2)=[CH:5][S:4][C:3]=1[C:14]([O:16][CH3:17])=[O:15].C(O[Na])(C)=O.[Br:23]Br. Product: [Br:23][C:5]1[S:4][C:3]([C:14]([O:16][CH3:17])=[O:15])=[C:2]([Cl:1])[C:6]=1[CH2:7][CH:8]1[CH2:13][CH2:12][CH2:11][CH2:10][CH2:9]1. The catalyst class is: 52.